From a dataset of Full USPTO retrosynthesis dataset with 1.9M reactions from patents (1976-2016). Predict the reactants needed to synthesize the given product. (1) Given the product [S:8]1[C:7]2[C:6]3[N:28]=[CH:2][CH:3]=[CH:4][C:5]=3[O:14][CH2:13][CH2:12][C:11]=2[CH:10]=[CH:9]1, predict the reactants needed to synthesize it. The reactants are: Cl[C:2]1[CH:3]=[CH:4][C:5]2[O:14][CH2:13][CH2:12][C:11]3[CH:10]=[C:9](C4N(C5C=CC(F)=CC=5F)N=CN=4)[S:8][C:7]=3[C:6]=2[N:28]=1.C[C@H]1CNC[C@@H](C)N1.CC([O-])(C)C.[Na+].C(N1CCN2CCN(CCCC)P1N(CCCC)CC2)CCC. (2) Given the product [CH2:5]([CH:4]([N:8]1[CH2:9][CH2:10][CH2:11][N:12]2[CH:16]=[CH:15][CH:14]=[C:13]2[C:17]1=[O:19])[CH2:1][CH2:2][CH3:3])[CH2:6][CH3:7], predict the reactants needed to synthesize it. The reactants are: [CH2:1]([CH:4]([NH:8][CH2:9][CH2:10][CH2:11][N:12]1[CH:16]=[CH:15][CH:14]=[C:13]1[C:17]([O:19]CC)=O)[CH2:5][CH2:6][CH3:7])[CH2:2][CH3:3].C[Al](C)C.C(OCC)(=O)C. (3) Given the product [CH2:15]([NH:17][C:2]1[C:7]([C:8]([O:10][CH2:11][CH3:12])=[O:9])=[CH:6][N:5]=[C:4]([S:13][CH3:14])[N:3]=1)[CH3:16], predict the reactants needed to synthesize it. The reactants are: Cl[C:2]1[C:7]([C:8]([O:10][CH2:11][CH3:12])=[O:9])=[CH:6][N:5]=[C:4]([S:13][CH3:14])[N:3]=1.[CH2:15]([NH2:17])[CH3:16]. (4) Given the product [Cl:26][C:27]1[CH:32]=[C:31]([NH:33][C:34]([N:17]2[C@@H:18]([CH3:21])[C:19](=[O:20])[N:14]([CH2:13][CH2:12][CH2:11][C:10]([N:8]3[CH2:7][CH2:6][C:3]4([CH2:4][CH2:5]4)[C@H:2]([OH:1])[CH2:9]3)=[O:25])[C@H:15]([C:22]([NH2:24])=[O:23])[CH2:16]2)=[O:35])[CH:30]=[CH:29][C:28]=1[C:36]([F:39])([F:38])[F:37], predict the reactants needed to synthesize it. The reactants are: [OH:1][C@@H:2]1[CH2:9][N:8]([C:10](=[O:25])[CH2:11][CH2:12][CH2:13][N:14]2[C:19](=[O:20])[C@H:18]([CH3:21])[NH:17][CH2:16][C@H:15]2[C:22]([NH2:24])=[O:23])[CH2:7][CH2:6][C:3]21[CH2:5][CH2:4]2.[Cl:26][C:27]1[CH:32]=[C:31]([N:33]=[C:34]=[O:35])[CH:30]=[CH:29][C:28]=1[C:36]([F:39])([F:38])[F:37]. (5) Given the product [CH3:14][S:13][C:4]1[C:3]2[C:15](=[O:16])[NH:17][CH2:18][C:19]([C:20]3[CH:25]=[CH:24][CH:23]=[CH:22][CH:21]=3)=[N:1][C:2]=2[N:6]([C:7]2[CH:12]=[CH:11][CH:10]=[CH:9][CH:8]=2)[N:5]=1, predict the reactants needed to synthesize it. The reactants are: [NH2:1][C:2]1[N:6]([C:7]2[CH:12]=[CH:11][CH:10]=[CH:9][CH:8]=2)[N:5]=[C:4]([S:13][CH3:14])[C:3]=1[C:15]([NH:17][CH2:18][C:19](=O)[C:20]1[CH:25]=[CH:24][CH:23]=[CH:22][CH:21]=1)=[O:16]. (6) Given the product [CH2:14]([N:3]([CH2:1][CH3:2])[C:4]([C@@H:5]([O:12][S:24]([CH3:23])(=[O:26])=[O:25])[C:6]1[CH:11]=[CH:10][CH:9]=[CH:8][CH:7]=1)=[O:13])[CH3:15], predict the reactants needed to synthesize it. The reactants are: [CH2:1]([N:3]([CH2:14][CH3:15])[C:4](=[O:13])[CH:5]([OH:12])[C:6]1[CH:11]=[CH:10][CH:9]=[CH:8][CH:7]=1)[CH3:2].CCN(CC)CC.[CH3:23][S:24](Cl)(=[O:26])=[O:25].